This data is from Peptide-MHC class II binding affinity with 134,281 pairs from IEDB. The task is: Regression. Given a peptide amino acid sequence and an MHC pseudo amino acid sequence, predict their binding affinity value. This is MHC class II binding data. (1) The peptide sequence is NPIASTNDDEVLIEV. The MHC is DRB1_0101 with pseudo-sequence DRB1_0101. The binding affinity (normalized) is 0.0890. (2) The peptide sequence is PGHGISVGSLGRYKD. The MHC is HLA-DPA10103-DPB10301 with pseudo-sequence HLA-DPA10103-DPB10301. The binding affinity (normalized) is 0.0401. (3) The peptide sequence is SLHIYWGKEDDYG. The MHC is DRB4_0101 with pseudo-sequence DRB4_0103. The binding affinity (normalized) is 0.0390. (4) The peptide sequence is PKVVRQIEDQLGMNH. The MHC is DRB1_0101 with pseudo-sequence DRB1_0101. The binding affinity (normalized) is 0.745. (5) The peptide sequence is GRLEYCLKDRMNFDI. The MHC is DRB1_0101 with pseudo-sequence DRB1_0101. The binding affinity (normalized) is 0.150. (6) The peptide sequence is EKKYFAATKFEPLAA. The MHC is DRB1_1001 with pseudo-sequence DRB1_1001. The binding affinity (normalized) is 0.654. (7) The peptide sequence is NMESASTEYTPIG. The MHC is HLA-DQA10501-DQB10301 with pseudo-sequence HLA-DQA10501-DQB10301. The binding affinity (normalized) is 0.165. (8) The MHC is DRB1_0701 with pseudo-sequence DRB1_0701. The binding affinity (normalized) is 0.138. The peptide sequence is TPEKEEPTAAPAEPE. (9) The peptide sequence is SELYLYKVVKIEPLGVAP. The MHC is DRB1_1302 with pseudo-sequence DRB1_1302. The binding affinity (normalized) is 0.690.